Dataset: Full USPTO retrosynthesis dataset with 1.9M reactions from patents (1976-2016). Task: Predict the reactants needed to synthesize the given product. (1) Given the product [F:1][C:2]1[CH:3]=[C:4]([CH:5]=[CH:6][CH:7]=1)[O:8][C:10]1[CH:11]=[C:12]([CH:15]=[CH:16][CH:17]=1)[C:13]#[N:14], predict the reactants needed to synthesize it. The reactants are: [F:1][C:2]1[CH:3]=[C:4]([OH:8])[CH:5]=[CH:6][CH:7]=1.F[C:10]1[CH:11]=[C:12]([CH:15]=[CH:16][CH:17]=1)[C:13]#[N:14].CC(C)([O-])C.[K+].C(OCC)(=O)C. (2) Given the product [F:47][C:46]([F:49])([F:48])[S:43]([O:13][C:14]1[CH2:15][N:16]([C:20]([O:22][C:23]([CH3:26])([CH3:25])[CH3:24])=[O:21])[CH2:17][CH2:18][CH:19]=1)(=[O:45])=[O:44], predict the reactants needed to synthesize it. The reactants are: C([Li])CCC.C(NC(C)C)(C)C.[O:13]=[C:14]1[CH2:19][CH2:18][CH2:17][N:16]([C:20]([O:22][C:23]([CH3:26])([CH3:25])[CH3:24])=[O:21])[CH2:15]1.[Li+].CC([N-]C(C)C)C.ClC1C=CC(N([S:43]([C:46]([F:49])([F:48])[F:47])(=[O:45])=[O:44])[S:43]([C:46]([F:49])([F:48])[F:47])(=[O:45])=[O:44])=NC=1.